This data is from Full USPTO retrosynthesis dataset with 1.9M reactions from patents (1976-2016). The task is: Predict the reactants needed to synthesize the given product. (1) Given the product [Cl:31][C:32]1[CH:37]=[CH:36][C:35]([C:2]2[C:11]3[C:6](=[CH:7][C:8]([S:12]([N:15]([CH2:22][C:23]4[CH:28]=[CH:27][C:26]([O:29][CH3:30])=[CH:25][CH:24]=4)[C:16]4[CH:21]=[CH:20][N:19]=[CH:18][N:17]=4)(=[O:13])=[O:14])=[CH:9][CH:10]=3)[CH:5]=[CH:4][N:3]=2)=[C:34]([O:41][CH3:42])[CH:33]=1, predict the reactants needed to synthesize it. The reactants are: Cl[C:2]1[C:11]2[C:6](=[CH:7][C:8]([S:12]([N:15]([CH2:22][C:23]3[CH:28]=[CH:27][C:26]([O:29][CH3:30])=[CH:25][CH:24]=3)[C:16]3[CH:21]=[CH:20][N:19]=[CH:18][N:17]=3)(=[O:14])=[O:13])=[CH:9][CH:10]=2)[CH:5]=[CH:4][N:3]=1.[Cl:31][C:32]1[CH:37]=[CH:36][C:35](B(O)O)=[C:34]([O:41][CH3:42])[CH:33]=1.C(=O)([O-])[O-].[K+].[K+]. (2) Given the product [NH:11]1[CH2:12][CH2:13][CH:8]([NH:7][C:4]2[CH:5]=[CH:6][N:1]=[CH:2][CH:3]=2)[CH2:9][CH2:10]1.[C:21]([OH:27])([C:23]([F:26])([F:25])[F:24])=[O:22], predict the reactants needed to synthesize it. The reactants are: [N:1]1[CH:6]=[CH:5][C:4]([NH:7][CH:8]2[CH2:13][CH2:12][N:11](C(OC(C)(C)C)=O)[CH2:10][CH2:9]2)=[CH:3][CH:2]=1.[C:21]([OH:27])([C:23]([F:26])([F:25])[F:24])=[O:22].C(Cl)Cl. (3) The reactants are: [NH2:1][C:2]1[C:7]([C:8](=[O:10])[NH2:9])=[CH:6][CH:5]=[CH:4][C:3]=1[NH:11][C:12]([CH:14]1[CH2:22][C:21]2[C:16](=[CH:17][CH:18]=[CH:19][CH:20]=2)[N:15]1[C:23]([O:25][CH2:26][C:27]1[CH:32]=[CH:31][CH:30]=[CH:29][CH:28]=1)=[O:24])=O. Given the product [C:8]([C:7]1[C:2]2[N:1]=[C:12]([CH:14]3[CH2:22][C:21]4[C:16](=[CH:17][CH:18]=[CH:19][CH:20]=4)[N:15]3[C:23]([O:25][CH2:26][C:27]3[CH:28]=[CH:29][CH:30]=[CH:31][CH:32]=3)=[O:24])[NH:11][C:3]=2[CH:4]=[CH:5][CH:6]=1)(=[O:10])[NH2:9], predict the reactants needed to synthesize it. (4) Given the product [Cl:1][C:2]1[CH:7]=[CH:6][C:5]([NH:8][C:9](=[O:23])[C:10]2[CH:15]=[CH:14][C:13]([N:16]3[CH2:21][CH2:20][N:19]([C:31](=[O:32])[CH2:30][OH:33])[CH2:18][CH2:17]3)=[N:12][C:11]=2[CH3:22])=[CH:4][C:3]=1[C:24]1[CH:29]=[CH:28][CH:27]=[CH:26][N:25]=1, predict the reactants needed to synthesize it. The reactants are: [Cl:1][C:2]1[CH:7]=[CH:6][C:5]([NH:8][C:9](=[O:23])[C:10]2[CH:15]=[CH:14][C:13]([N:16]3[CH2:21][CH2:20][NH:19][CH2:18][CH2:17]3)=[N:12][C:11]=2[CH3:22])=[CH:4][C:3]=1[C:24]1[CH:29]=[CH:28][CH:27]=[CH:26][N:25]=1.[C:30](O)(=[O:33])[CH2:31][OH:32].